From a dataset of Full USPTO retrosynthesis dataset with 1.9M reactions from patents (1976-2016). Predict the reactants needed to synthesize the given product. (1) Given the product [CH3:16][O:15][N:14]=[C:12]1[CH2:11][C@@H:10]([C:17]2[N:18]=[C:27]([C:28]3[CH:33]=[CH:32][CH:31]=[CH:30][CH:29]=3)[O:20][N:19]=2)[N:9]([C:7]([C:4]2[CH:3]=[CH:2][C:1]([C:21]3[CH:26]=[CH:25][CH:24]=[CH:23][CH:22]=3)=[CH:6][CH:5]=2)=[O:8])[CH2:13]1, predict the reactants needed to synthesize it. The reactants are: [C:1]1([C:21]2[CH:26]=[CH:25][CH:24]=[CH:23][CH:22]=2)[CH:6]=[CH:5][C:4]([C:7]([N:9]2[CH2:13][C:12](=[N:14][O:15][CH3:16])[CH2:11][C@H:10]2[C:17](=[N:19][OH:20])[NH2:18])=[O:8])=[CH:3][CH:2]=1.[C:27](O)(=O)[C:28]1[CH:33]=[CH:32][CH:31]=[CH:30][CH:29]=1. (2) Given the product [C:16]([O:15][C:13]([N:20]1[CH2:26][CH2:25][CH2:24][C@H:21]1[C:22]#[CH:1])=[O:14])([CH3:19])([CH3:18])[CH3:17], predict the reactants needed to synthesize it. The reactants are: [CH3:1]OP(C(=[N+]=[N-])C(=O)C)(=O)OC.[C:13]([N:20]1[CH2:26][CH2:25][CH2:24][C@H:21]1[CH:22]=O)([O:15][C:16]([CH3:19])([CH3:18])[CH3:17])=[O:14].C([O-])([O-])=O.[K+].[K+]. (3) The reactants are: [F:1][C:2]1[CH:7]=[CH:6][C:5]([C:8]2[N:12]([CH2:13][CH2:14]OS(C3C=CC(C)=CC=3)(=O)=O)[N:11]=[C:10]([CH3:26])[CH:9]=2)=[CH:4][CH:3]=1.[CH3:27][S-:28].[Na+]. Given the product [F:1][C:2]1[CH:3]=[CH:4][C:5]([C:8]2[N:12]([CH2:13][CH2:14][S:28][CH3:27])[N:11]=[C:10]([CH3:26])[CH:9]=2)=[CH:6][CH:7]=1, predict the reactants needed to synthesize it. (4) Given the product [C:24]([C:9]1[N:10]=[C:11]2[CH:16]=[C:15]([C:17]([N:18]([CH2:19][CH3:20])[CH2:21][CH3:22])=[O:23])[CH:14]=[CH:13][N:12]2[C:8]=1[CH2:7][CH:1]1[CH2:2][CH2:3][CH2:4][CH2:5][CH2:6]1)(=[O:25])[CH3:30], predict the reactants needed to synthesize it. The reactants are: [CH:1]1([CH2:7][C:8]2[N:12]3[CH:13]=[CH:14][C:15]([C:17](=[O:23])[N:18]([CH2:21][CH3:22])[CH2:19][CH3:20])=[CH:16][C:11]3=[N:10][C:9]=2[C:24](N(OC)C)=[O:25])[CH2:6][CH2:5][CH2:4][CH2:3][CH2:2]1.[CH3:30][Mg]Br.[Cl-].[NH4+].